Dataset: Reaction yield outcomes from USPTO patents with 853,638 reactions. Task: Predict the reaction yield, written as a fraction of the theoretical maximum amount of product (1.0 means a 100% yield; for example, 0.34 means a 34% yield). (1) The reactants are [N:1]1[CH:6]=[CH:5][CH:4]=[C:3]([NH:7][C:8](=[O:14])[O:9][C:10]([CH3:13])([CH3:12])[CH3:11])[CH:2]=1.C(O)(=O)C.[H][H].[OH-].[Na+]. The catalyst is O.[C].[Pd]. The product is [NH:1]1[CH2:6][CH2:5][CH2:4][CH:3]([NH:7][C:8](=[O:14])[O:9][C:10]([CH3:12])([CH3:11])[CH3:13])[CH2:2]1. The yield is 0.738. (2) The catalyst is CN(C)C=O. The yield is 0.290. The reactants are F[C:2]1[CH:9]=[CH:8][C:5]([CH:6]=[O:7])=[CH:4][C:3]=1[C:10]1[S:11][CH:12]=[CH:13][CH:14]=1.[NH:15]1[CH2:19][CH2:18][CH2:17][CH2:16]1.C([O-])([O-])=O.[K+].[K+].O. The product is [N:15]1([C:2]2[CH:9]=[CH:8][C:5]([CH:6]=[O:7])=[CH:4][C:3]=2[C:10]2[S:11][CH:12]=[CH:13][CH:14]=2)[CH2:19][CH2:18][CH2:17][CH2:16]1. (3) The reactants are C[O:2][C:3](=[O:36])[CH:4]([CH2:24][CH:25]=[CH:26][CH2:27][P:28]([O:33]CC)([O:30][CH2:31][CH3:32])=[O:29])[CH2:5][C:6]([CH3:23])=[CH:7][CH2:8][C:9]1[C:10]([OH:22])=[C:11]2[C:15](=[C:16]([CH3:20])[C:17]=1[O:18][CH3:19])[CH2:14][O:13][C:12]2=[O:21].[OH-].[Li+]. The catalyst is CO.O. The product is [CH2:31]([O:30][P:28]([CH2:27][CH:26]=[CH:25][CH2:24][CH:4]([CH2:5][C:6]([CH3:23])=[CH:7][CH2:8][C:9]1[C:10]([OH:22])=[C:11]2[C:15](=[C:16]([CH3:20])[C:17]=1[O:18][CH3:19])[CH2:14][O:13][C:12]2=[O:21])[C:3]([OH:36])=[O:2])([OH:33])=[O:29])[CH3:32]. The yield is 0.890. (4) The reactants are [N:1]([C:4]12[CH2:13][CH:8]3[CH2:9][CH:10]([CH2:12][CH:6]([CH2:7]3)[CH2:5]1)[CH2:11]2)=[N+:2]=[N-:3].[Cl:14][C:15]1[CH:20]=[CH:19][C:18]([Cl:21])=[CH:17][C:16]=1[S:22][CH2:23][C:24]#[CH:25].O=C1O[C@H]([C@H](CO)O)C([O-])=C1O.[Na+]. The catalyst is C(O)(C)(C)C.O.[O-]S([O-])(=O)=O.[Cu+2]. The product is [C:4]12([N:1]3[CH:25]=[C:24]([CH2:23][S:22][C:16]4[CH:17]=[C:18]([Cl:21])[CH:19]=[CH:20][C:15]=4[Cl:14])[N:3]=[N:2]3)[CH2:5][CH:6]3[CH2:12][CH:10]([CH2:9][CH:8]([CH2:7]3)[CH2:13]1)[CH2:11]2. The yield is 0.490. (5) The reactants are Br[C:2]1[S:10][C:9]2[C:8]([Cl:11])=[N:7][CH:6]=[N:5][C:4]=2[CH:3]=1.[CH3:12][N:13]1[CH:17]=[C:16](B2OC(C)(C)C(C)(C)O2)[C:15]([CH3:27])=[N:14]1.C(=O)([O-])[O-].[K+].[K+]. The catalyst is C(#N)C.C1C=CC(P(C2C=CC=CC=2)[C-]2C=CC=C2)=CC=1.C1C=CC(P(C2C=CC=CC=2)[C-]2C=CC=C2)=CC=1.Cl[Pd]Cl.[Fe+2]. The product is [Cl:11][C:8]1[C:9]2[S:10][C:2]([C:16]3[C:15]([CH3:27])=[N:14][N:13]([CH3:12])[CH:17]=3)=[CH:3][C:4]=2[N:5]=[CH:6][N:7]=1. The yield is 0.840.